This data is from Full USPTO retrosynthesis dataset with 1.9M reactions from patents (1976-2016). The task is: Predict the reactants needed to synthesize the given product. (1) The reactants are: CCN=C=NCCCN(C)C.[NH2:12][CH2:13][CH2:14][O:15][CH2:16][CH2:17][O:18][C:19]1[CH:28]=[C:27]2[C:22]([C:23]([NH:29][C:30]3[CH:35]=[CH:34][C:33]([F:36])=[C:32]([Cl:37])[CH:31]=3)=[N:24][CH:25]=[N:26]2)=[CH:21][C:20]=1[O:38][CH3:39].[OH:40][C:41]1[CH:51]=[C:50]([CH2:52][N:53]2[C:57]3[CH:58]=[CH:59][C:60]([OH:62])=[CH:61][C:56]=3[O:55][C:54]2=[O:63])[CH:49]=[CH:48][C:42]=1[O:43][CH2:44][C:45](O)=[O:46].N1(C2C=CN=CC=2)CCCC1. Given the product [Cl:37][C:32]1[CH:31]=[C:30]([CH:35]=[CH:34][C:33]=1[F:36])[NH:29][C:23]1[C:22]2[C:27](=[CH:28][C:19]([O:18][CH2:17][CH2:16][O:15][CH2:14][CH2:13][NH:12][C:45](=[O:46])[CH2:44][O:43][C:42]3[CH:48]=[CH:49][C:50]([CH2:52][N:53]4[C:57]5[CH:58]=[CH:59][C:60]([OH:62])=[CH:61][C:56]=5[O:55][C:54]4=[O:63])=[CH:51][C:41]=3[OH:40])=[C:20]([O:38][CH3:39])[CH:21]=2)[N:26]=[CH:25][N:24]=1, predict the reactants needed to synthesize it. (2) Given the product [CH:8]1([CH2:7][N:6]2[C:4](=[O:5])[C:3]3[C:2](=[CH:14][CH:13]=[C:12]([N+:15]([O-:17])=[O:16])[CH:11]=3)[NH:1][C:23]2=[O:24])[CH2:10][CH2:9]1, predict the reactants needed to synthesize it. The reactants are: [NH2:1][C:2]1[CH:14]=[CH:13][C:12]([N+:15]([O-:17])=[O:16])=[CH:11][C:3]=1[C:4]([NH:6][CH2:7][CH:8]1[CH2:10][CH2:9]1)=[O:5].C1N=CN([C:23](N2C=NC=C2)=[O:24])C=1.O.